From a dataset of Catalyst prediction with 721,799 reactions and 888 catalyst types from USPTO. Predict which catalyst facilitates the given reaction. (1) Reactant: Cl.[Br:2][C:3]1[C:8]2[N:9]([C:30]3[CH:35]=[CH:34][CH:33]=[CH:32][CH:31]=3)[C:10]([C@@H:12]([NH:14][C:15]3[N:23]=[CH:22][N:21]=[C:20]4[C:16]=3[N:17]=[CH:18][N:19]4C3CCCCO3)[CH3:13])=[N:11][C:7]=2[CH:6]=[CH:5][C:4]=1[F:36]. Product: [Br:2][C:3]1[C:8]2[N:9]([C:30]3[CH:31]=[CH:32][CH:33]=[CH:34][CH:35]=3)[C:10]([C@@H:12]([NH:14][C:15]3[N:23]=[CH:22][N:21]=[C:20]4[C:16]=3[N:17]=[CH:18][NH:19]4)[CH3:13])=[N:11][C:7]=2[CH:6]=[CH:5][C:4]=1[F:36]. The catalyst class is: 169. (2) Reactant: [Cl:1][C:2]1[N:7]=[C:6]([N:8](C(OC(C)(C)C)=O)[N:9](C(OC(C)(C)C)=O)C(OC(C)(C)C)=O)[C:5]([F:31])=[C:4]([N:32]2[CH2:36][CH2:35][CH:34]([N:37]([CH3:39])[CH3:38])[C:33]2([CH3:41])[CH3:40])[N:3]=1.[ClH:42]. Product: [ClH:1].[ClH:42].[ClH:1].[ClH:1].[ClH:1].[Cl:1][C:2]1[N:3]=[C:4]([N:32]2[CH2:36][CH2:35][CH:34]([N:37]([CH3:39])[CH3:38])[C:33]2([CH3:40])[CH3:41])[C:5]([F:31])=[C:6]([NH:8][NH2:9])[N:7]=1. The catalyst class is: 71. (3) Reactant: Br[C:2]1[C:3]2[CH:10]=[C:9]([O:11][CH2:12][C:13]3[CH:18]=[CH:17][C:16]([C@@H:19]([C:26]#[C:27][CH3:28])[CH2:20][C:21]([O:23][CH2:24][CH3:25])=[O:22])=[CH:15][CH:14]=3)[CH:8]=[CH:7][C:4]=2[S:5][CH:6]=1.[CH3:29][C:30]1[CH:35]=[CH:34][CH:33]=[C:32]([CH3:36])[C:31]=1B(O)O.COC1C=CC=C(OC)C=1C1C=CC=CC=1P(C1CCCCC1)C1CCCCC1.[O-]P([O-])([O-])=O.[K+].[K+].[K+]. Product: [CH3:29][C:30]1[CH:35]=[CH:34][CH:33]=[C:32]([CH3:36])[C:31]=1[C:2]1[C:3]2[CH:10]=[C:9]([O:11][CH2:12][C:13]3[CH:18]=[CH:17][C:16]([C@@H:19]([C:26]#[C:27][CH3:28])[CH2:20][C:21]([O:23][CH2:24][CH3:25])=[O:22])=[CH:15][CH:14]=3)[CH:8]=[CH:7][C:4]=2[S:5][CH:6]=1. The catalyst class is: 491. (4) Reactant: C[O:2][C:3]([C:5]1[CH:10]=[N:9][C:8]([C:11]2[CH:16]=[CH:15][C:14]([C:17]([F:20])([F:19])[F:18])=[CH:13][CH:12]=2)=[CH:7][N:6]=1)=O.CC(C[AlH]CC(C)C)C. Product: [F:20][C:17]([F:18])([F:19])[C:14]1[CH:13]=[CH:12][C:11]([C:8]2[N:9]=[CH:10][C:5]([CH2:3][OH:2])=[N:6][CH:7]=2)=[CH:16][CH:15]=1. The catalyst class is: 1. (5) Reactant: [CH2:1]([OH:23])[C@H:2]1[O:7][C@H:6]([O:8][C@H:9]2[C@H:14]([OH:15])[C@@H:13]([OH:16])[C@H:12]([OH:17])[O:11][C@@H:10]2[CH2:18][OH:19])[C@H:5]([OH:20])[C@@H:4]([OH:21])[C@@H:3]1[OH:22].O.C(O)C.C(=O)=O. Product: [CH2:1]([OH:23])[C@H:2]1[O:7][C@H:6]([O:8][C@H:9]2[C@H:14]([OH:15])[C@@H:13]([OH:16])[C@H:12]([OH:17])[O:11][C@@H:10]2[CH2:18][OH:19])[C@H:5]([OH:20])[C@@H:4]([OH:21])[C@@H:3]1[OH:22]. The catalyst class is: 6. (6) Reactant: [C:1]([N:5]([C:29](=[O:38])[C:30]1[CH:35]=[C:34]([CH3:36])[CH:33]=[C:32]([CH3:37])[CH:31]=1)[NH:6][C:7]([C:9]1[CH:27]=[CH:26][C:12]2[O:13][CH2:14][CH:15]([CH2:17][O:18][Si](C(C)(C)C)(C)C)[O:16][C:11]=2[C:10]=1[CH3:28])=[O:8])([CH3:4])([CH3:3])[CH3:2].[F-].C([N+](CCCC)(CCCC)CCCC)CCC. Product: [C:1]([N:5]([C:29](=[O:38])[C:30]1[CH:31]=[C:32]([CH3:37])[CH:33]=[C:34]([CH3:36])[CH:35]=1)[NH:6][C:7]([C:9]1[CH:27]=[CH:26][C:12]2[O:13][CH2:14][CH:15]([CH2:17][OH:18])[O:16][C:11]=2[C:10]=1[CH3:28])=[O:8])([CH3:4])([CH3:3])[CH3:2]. The catalyst class is: 1. (7) Product: [CH2:31]([NH:33][C:27]([C:19]1[C:18]2[C:13](=[CH:14][CH:15]=[C:16]([F:30])[CH:17]=2)[N:12]=[C:11]([C@@H:9]([NH:8][C:6](=[O:7])[O:5][C:1]([CH3:3])([CH3:2])[CH3:4])[CH3:10])[C:20]=1[C:21]1[CH:26]=[CH:25][CH:24]=[CH:23][CH:22]=1)=[O:28])[CH3:32]. The catalyst class is: 3. Reactant: [C:1]([O:5][C:6]([NH:8][C@H:9]([C:11]1[C:20]([C:21]2[CH:26]=[CH:25][CH:24]=[CH:23][CH:22]=2)=[C:19]([C:27](O)=[O:28])[C:18]2[C:13](=[CH:14][CH:15]=[C:16]([F:30])[CH:17]=2)[N:12]=1)[CH3:10])=[O:7])([CH3:4])([CH3:3])[CH3:2].[CH2:31]([NH2:33])[CH3:32].CCN(C(C)C)C(C)C.CN(C(ON1N=NC2C=CC=NC1=2)=[N+](C)C)C.F[P-](F)(F)(F)(F)F.